Regression/Classification. Given a drug SMILES string, predict its absorption, distribution, metabolism, or excretion properties. Task type varies by dataset: regression for continuous measurements (e.g., permeability, clearance, half-life) or binary classification for categorical outcomes (e.g., BBB penetration, CYP inhibition). Dataset: cyp1a2_veith. From a dataset of CYP1A2 inhibition data for predicting drug metabolism from PubChem BioAssay. The molecule is COc1c(NC(C)=O)c2ccccc2c2ccccc12. The result is 1 (inhibitor).